From a dataset of Full USPTO retrosynthesis dataset with 1.9M reactions from patents (1976-2016). Predict the reactants needed to synthesize the given product. (1) Given the product [F:8][C:6]1[CH:7]=[C:2]2[C:3]([CH2:9][CH2:10][C:11](=[O:13])[NH:1]2)=[N:4][CH:5]=1, predict the reactants needed to synthesize it. The reactants are: [NH2:1][C:2]1[C:3](/[CH:9]=[CH:10]/[C:11]([O:13]CCCC)=O)=[N:4][CH:5]=[C:6]([F:8])[CH:7]=1.C(N(CC)CC)C. (2) Given the product [CH3:42][C:30]1[CH:29]=[C:28]([NH:27][C:20]2[C:19]3[C:24](=[CH:25][CH:26]=[C:17]([NH:16][C:12]4[O:13][CH:14]5[CH2:15][NH:8][CH2:9][CH:10]5[N:11]=4)[CH:18]=3)[N:23]=[CH:22][N:21]=2)[CH:33]=[CH:32][C:31]=1[O:34][C:35]1[CH:36]=[N:37][C:38]([CH3:41])=[CH:39][CH:40]=1, predict the reactants needed to synthesize it. The reactants are: C(OC([N:8]1[CH2:15][CH:14]2[CH:10]([N:11]=[C:12]([NH:16][C:17]3[CH:18]=[C:19]4[C:24](=[CH:25][CH:26]=3)[N:23]=[CH:22][N:21]=[C:20]4[NH:27][C:28]3[CH:33]=[CH:32][C:31]([O:34][C:35]4[CH:36]=[N:37][C:38]([CH3:41])=[CH:39][CH:40]=4)=[C:30]([CH3:42])[CH:29]=3)[O:13]2)[CH2:9]1)=O)(C)(C)C.C(O)(C(F)(F)F)=O. (3) The reactants are: [NH:1]1[C:5]2=[N:6][CH:7]=[N:8][C:9](O)=[C:4]2[CH:3]=[N:2]1.CN(C)C1C=CC=CC=1.P(Cl)(Cl)([Cl:22])=O. Given the product [Cl:22][C:9]1[N:8]=[CH:7][N:6]=[C:5]2[NH:1][N:2]=[CH:3][C:4]=12, predict the reactants needed to synthesize it.